Dataset: Reaction yield outcomes from USPTO patents with 853,638 reactions. Task: Predict the reaction yield, written as a fraction of the theoretical maximum amount of product (1.0 means a 100% yield; for example, 0.34 means a 34% yield). (1) The reactants are [OH:1][C:2]1[C:9]([CH3:10])=[CH:8][CH:7]=[CH:6][C:3]=1[CH:4]=O.[C:11]([O-])(=[O:13])[CH3:12].[Na+].C(OC(=O)C)(=O)C.O. The catalyst is CCCCCC. The product is [CH3:10][C:9]1[CH:8]=[CH:7][CH:6]=[C:3]2[C:2]=1[O:1][C:11](=[O:13])[CH:12]=[CH:4]2. The yield is 0.850. (2) The reactants are [C:1]([C:4]1[N:9]=[C:8]([C:10]2[CH:15]=[CH:14][C:13](B(O)O)=[CH:12][CH:11]=2)[C:7]([CH3:19])=[N:6][C:5]=1[CH3:20])(=[O:3])[NH2:2].[Cl:21][C:22]1[CH:27]=[C:26](OS(C(F)(F)F)(=O)=O)[C:25]([Cl:36])=[CH:24][C:23]=1[CH2:37][C:38]([O:40][CH3:41])=[O:39].C(=O)([O-])[O-].[Na+].[Na+].[Cl-].[Li+]. The catalyst is COCCOC.C1C=CC([P]([Pd]([P](C2C=CC=CC=2)(C2C=CC=CC=2)C2C=CC=CC=2)([P](C2C=CC=CC=2)(C2C=CC=CC=2)C2C=CC=CC=2)[P](C2C=CC=CC=2)(C2C=CC=CC=2)C2C=CC=CC=2)(C2C=CC=CC=2)C2C=CC=CC=2)=CC=1. The product is [C:1]([C:4]1[N:9]=[C:8]([C:10]2[CH:15]=[CH:14][C:13]([C:26]3[CH:27]=[C:22]([Cl:21])[C:23]([CH2:37][C:38]([O:40][CH3:41])=[O:39])=[CH:24][C:25]=3[Cl:36])=[CH:12][CH:11]=2)[C:7]([CH3:19])=[N:6][C:5]=1[CH3:20])(=[O:3])[NH2:2]. The yield is 0.326.